From a dataset of Forward reaction prediction with 1.9M reactions from USPTO patents (1976-2016). Predict the product of the given reaction. (1) Given the reactants [CH3:1][C:2]1[O:3][C:4]([C:12]2[CH:17]=[CH:16][C:15]([N+:18]([O-])=O)=[CH:14][CH:13]=2)=[CH:5][C:6]=1[C:7]([O:9][CH2:10][CH3:11])=[O:8].Cl, predict the reaction product. The product is: [NH2:18][C:15]1[CH:14]=[CH:13][C:12]([C:4]2[O:3][C:2]([CH3:1])=[C:6]([C:7]([O:9][CH2:10][CH3:11])=[O:8])[CH:5]=2)=[CH:17][CH:16]=1. (2) The product is: [C:31]([C:30]1[C:29]([N:23]2[CH2:24][CH2:25][N:26]([CH2:2][C:3]([NH:5][C:6]3[CH:11]=[CH:10][C:9]([C:12]([F:15])([F:14])[F:13])=[CH:8][CH:7]=3)=[O:4])[CH2:27][CH2:28]2)=[N:36][CH:35]=[CH:34][CH:33]=1)#[N:32]. Given the reactants Cl[CH2:2][C:3]([NH:5][C:6]1[CH:11]=[CH:10][C:9]([C:12]([F:15])([F:14])[F:13])=[CH:8][CH:7]=1)=[O:4].C(NC(C)C)(C)C.[N:23]1([C:29]2[N:36]=[CH:35][CH:34]=[CH:33][C:30]=2[C:31]#[N:32])[CH2:28][CH2:27][NH:26][CH2:25][CH2:24]1, predict the reaction product. (3) Given the reactants [NH2:1][C:2]1[CH:7]=[CH:6][C:5]([N:8]2[CH2:13][CH2:12][N:11]([C:14]([O:16][C:17]([CH3:20])([CH3:19])[CH3:18])=[O:15])[CH2:10][CH2:9]2)=[CH:4][CH:3]=1.Br[C:22]1[C:23](=[O:30])[N:24]([CH3:29])[CH:25]=[C:26]([Br:28])[N:27]=1, predict the reaction product. The product is: [Br:28][C:26]1[N:27]=[C:22]([NH:1][C:2]2[CH:7]=[CH:6][C:5]([N:8]3[CH2:13][CH2:12][N:11]([C:14]([O:16][C:17]([CH3:20])([CH3:19])[CH3:18])=[O:15])[CH2:10][CH2:9]3)=[CH:4][CH:3]=2)[C:23](=[O:30])[N:24]([CH3:29])[CH:25]=1.